Task: Predict the product of the given reaction.. Dataset: Forward reaction prediction with 1.9M reactions from USPTO patents (1976-2016) (1) Given the reactants [CH2:1]([O:3][C:4]([C:6]1[CH:7]=[N:8][N:9]([C:11]2[N:20]([CH2:21][O:22][CH2:23][CH2:24][Si:25]([CH3:28])([CH3:27])[CH3:26])[C:19](=[O:29])[C:18]3[C:13](=[CH:14][CH:15]=[C:16](Br)[CH:17]=3)[N:12]=2)[CH:10]=1)=[O:5])[CH3:2].[CH:31]1(B(O)O)[CH2:33][CH2:32]1.C([O-])([O-])=O.[K+].[K+], predict the reaction product. The product is: [CH2:1]([O:3][C:4]([C:6]1[CH:7]=[N:8][N:9]([C:11]2[N:20]([CH2:21][O:22][CH2:23][CH2:24][Si:25]([CH3:28])([CH3:27])[CH3:26])[C:19](=[O:29])[C:18]3[C:13](=[CH:14][CH:15]=[C:16]([CH:31]4[CH2:33][CH2:32]4)[CH:17]=3)[N:12]=2)[CH:10]=1)=[O:5])[CH3:2]. (2) Given the reactants [F:1][C:2]([F:41])([F:40])[C:3]1[CH:4]=[C:5]([C@H:13]([N:15]([CH3:39])[C:16]([N:18]2[CH2:30][CH2:29][C@:21]3([NH:25][C@:24]([CH2:27][OH:28])([CH3:26])[CH2:23][CH2:22]3)[CH2:20][C@@H:19]2[C:31]2[CH:36]=[CH:35][C:34]([F:37])=[CH:33][C:32]=2[CH3:38])=[O:17])[CH3:14])[CH:6]=[C:7]([C:9]([F:12])([F:11])[F:10])[CH:8]=1.[Si:42](Cl)([CH3:45])([CH3:44])[CH3:43].O, predict the reaction product. The product is: [F:41][C:2]([F:1])([F:40])[C:3]1[CH:4]=[C:5]([C@H:13]([N:15]([CH3:39])[C:16]([N:18]2[CH2:30][CH2:29][C@:21]3([NH:25][C@@:24]([CH3:26])([CH2:27][O:28][Si:42]([CH3:45])([CH3:44])[CH3:43])[CH2:23][CH2:22]3)[CH2:20][C@@H:19]2[C:31]2[CH:36]=[CH:35][C:34]([F:37])=[CH:33][C:32]=2[CH3:38])=[O:17])[CH3:14])[CH:6]=[C:7]([C:9]([F:12])([F:10])[F:11])[CH:8]=1. (3) The product is: [CH2:38]([N:35]1[C:30]2=[N:31][C:32]([CH2:33][CH3:34])=[C:27]([CH2:26][NH:25][C:8]([C:5]3([C:3]([O:2][CH3:1])=[O:4])[CH2:6][CH2:7]3)=[O:10])[C:28]([NH:40][CH:41]3[CH2:42][CH2:43][O:44][CH2:45][CH2:46]3)=[C:29]2[CH:37]=[N:36]1)[CH3:39]. Given the reactants [CH3:1][O:2][C:3]([C:5]1([C:8]([OH:10])=O)[CH2:7][CH2:6]1)=[O:4].S(Cl)(Cl)=O.C(N(C(C)C)CC)(C)C.Cl.[NH2:25][CH2:26][C:27]1[C:32]([CH2:33][CH3:34])=[N:31][C:30]2[N:35]([CH2:38][CH3:39])[N:36]=[CH:37][C:29]=2[C:28]=1[NH:40][CH:41]1[CH2:46][CH2:45][O:44][CH2:43][CH2:42]1, predict the reaction product. (4) The product is: [CH3:9][O:8][C:5]1[CH:6]=[CH:7][C:2]([N:18]2[CH2:19][CH2:20][CH2:21][CH:16]([C:10]3[CH:15]=[CH:14][CH:13]=[CH:12][CH:11]=3)[CH2:17]2)=[CH:3][CH:4]=1. Given the reactants Br[C:2]1[CH:7]=[CH:6][C:5]([O:8][CH3:9])=[CH:4][CH:3]=1.[C:10]1([CH:16]2[CH2:21][CH2:20][CH2:19][NH:18][CH2:17]2)[CH:15]=[CH:14][CH:13]=[CH:12][CH:11]=1.CC([O-])(C)C.[K+], predict the reaction product.